Dataset: Catalyst prediction with 721,799 reactions and 888 catalyst types from USPTO. Task: Predict which catalyst facilitates the given reaction. (1) Reactant: C(OC(=O)[N:7]([CH2:33][C:34]1[CH:39]=[CH:38][C:37]([Cl:40])=[CH:36][CH:35]=1)[CH2:8][CH2:9][N:10]1[C:19]2[C:14]([C:15](=[O:21])[NH:16][C:17](=[O:20])[N:18]=2)=[N:13][C:12]2[CH:22]=[C:23]([CH3:32])[C:24]([O:26][CH:27]3[CH2:31][CH2:30][CH2:29][CH2:28]3)=[CH:25][C:11]1=2)(C)(C)C. Product: [Cl:40][C:37]1[CH:36]=[CH:35][C:34]([CH2:33][NH:7][CH2:8][CH2:9][N:10]2[C:19]3[C:14]([C:15](=[O:21])[NH:16][C:17](=[O:20])[N:18]=3)=[N:13][C:12]3[CH:22]=[C:23]([CH3:32])[C:24]([O:26][CH:27]4[CH2:28][CH2:29][CH2:30][CH2:31]4)=[CH:25][C:11]2=3)=[CH:39][CH:38]=1. The catalyst class is: 157. (2) Reactant: [CH:1]([C@@H:3]1[NH:8][CH2:7][CH2:6][N:5]([C:9]([O:11][C:12]([CH3:15])([CH3:14])[CH3:13])=[O:10])[CH2:4]1)=[CH2:2].CCN(CC)CC.[C:23]1([S:29](Cl)(=[O:31])=[O:30])[CH:28]=[CH:27][CH:26]=[CH:25][CH:24]=1. Product: [C:23]1([S:29]([N:8]2[CH2:7][CH2:6][N:5]([C:9]([O:11][C:12]([CH3:15])([CH3:14])[CH3:13])=[O:10])[CH2:4][C@@H:3]2[CH:1]=[CH2:2])(=[O:31])=[O:30])[CH:28]=[CH:27][CH:26]=[CH:25][CH:24]=1. The catalyst class is: 2. (3) Reactant: [CH2:1]([N:4]=[C:5]=[O:6])[CH2:2][CH3:3].[CH2:7]([O:10][C:11]([NH:13][CH:14]([C:21]1[CH:26]=[CH:25][CH:24]=[C:23]([NH:27][S:28]([C:31]2[CH:36]=[CH:35][CH:34]=[C:33]([NH2:37])[CH:32]=2)(=[O:30])=[O:29])[CH:22]=1)[CH2:15][C:16]([O:18][CH2:19][CH3:20])=[O:17])=[O:12])[CH:8]=[CH2:9]. Product: [CH2:19]([O:18][C:16](=[O:17])[CH2:15][CH:14]([NH:13][C:11]([O:10][CH2:7][CH:8]=[CH2:9])=[O:12])[C:21]1[CH:26]=[CH:25][CH:24]=[C:23]([NH:27][S:28]([C:31]2[CH:36]=[CH:35][CH:34]=[C:33]([NH:37][C:5]([NH:4][CH2:1][CH2:2][CH3:3])=[O:6])[CH:32]=2)(=[O:30])=[O:29])[CH:22]=1)[CH3:20]. The catalyst class is: 12. (4) Reactant: [C:9](O[C:9]([O:11][C:12]([CH3:15])([CH3:14])[CH3:13])=[O:10])([O:11][C:12]([CH3:15])([CH3:14])[CH3:13])=[O:10].[Br:16][C:17]1[CH:18]=[C:19]([C@:24]23[CH2:32][CH2:31][CH2:30][C@H:29]2[CH2:28][S:27][C:26]([NH2:33])=[N:25]3)[CH:20]=[C:21]([Cl:23])[CH:22]=1. Product: [C:12]([O:11][C:9]([N:33]([C:26]1[S:27][CH2:28][C@@H:29]2[CH2:30][CH2:31][CH2:32][C@:24]2([C:19]2[CH:20]=[C:21]([Cl:23])[CH:22]=[C:17]([Br:16])[CH:18]=2)[N:25]=1)[C:9]([O:11][C:12]([CH3:13])([CH3:14])[CH3:15])=[O:10])=[O:10])([CH3:15])([CH3:14])[CH3:13]. The catalyst class is: 119.